This data is from Full USPTO retrosynthesis dataset with 1.9M reactions from patents (1976-2016). The task is: Predict the reactants needed to synthesize the given product. (1) Given the product [CH3:1][O:2][CH2:3][C:4]1[CH:10]=[C:9]([NH2:11])[CH:8]=[CH:7][C:5]=1[NH2:6], predict the reactants needed to synthesize it. The reactants are: [CH3:1][O:2][CH2:3][C:4]1[CH:10]=[C:9](/[N:11]=N/C2C=CC=CC=2COC)[CH:8]=[CH:7][C:5]=1[NH2:6].O. (2) Given the product [C:18]([O:17][C:15]([N:22]1[CH2:23][CH2:24][CH:25]([C:26](=[O:28])[N:3]([O:4][CH3:5])[CH3:2])[CH2:29][CH2:30]1)=[O:16])([CH3:19])([CH3:20])[CH3:21], predict the reactants needed to synthesize it. The reactants are: Cl.[CH3:2][NH:3][O:4][CH3:5].CCN(C(C)C)C(C)C.[C:15]([N:22]1[CH2:30][CH2:29][CH:25]([C:26]([OH:28])=O)[CH2:24][CH2:23]1)([O:17][C:18]([CH3:21])([CH3:20])[CH3:19])=[O:16].ON1C2C=CC=CC=2N=N1.Cl.CN(C)CCCN=C=NCC.CNOC. (3) Given the product [N:1]1[CH:6]=[CH:5][CH:4]=[CH:3][C:2]=1[CH2:7][N:8]([CH2:9][C:10]1[CH:15]=[CH:14][C:13](/[CH:16]=[CH:17]/[CH:18]([C:23]2[CH:28]=[C:27]([Cl:29])[C:26]([Cl:30])=[C:25]([Cl:31])[CH:24]=2)[C:19]([F:22])([F:21])[F:20])=[CH:12][C:11]=1[C:32]([F:35])([F:34])[F:33])[C:39]([CH:36]1[CH2:38][CH2:37]1)=[O:40], predict the reactants needed to synthesize it. The reactants are: [N:1]1[CH:6]=[CH:5][CH:4]=[CH:3][C:2]=1[CH2:7][NH:8][CH2:9][C:10]1[CH:15]=[CH:14][C:13](/[CH:16]=[CH:17]/[CH:18]([C:23]2[CH:28]=[C:27]([Cl:29])[C:26]([Cl:30])=[C:25]([Cl:31])[CH:24]=2)[C:19]([F:22])([F:21])[F:20])=[CH:12][C:11]=1[C:32]([F:35])([F:34])[F:33].[CH:36]1([C:39](Cl)=[O:40])[CH2:38][CH2:37]1. (4) Given the product [N:34]([C@@H:37]([C@@H:75]([C:82]1[CH:83]=[CH:84][C:85]([Cl:88])=[CH:86][CH:87]=1)[CH:76]1[CH2:81][CH2:80][O:79][CH2:78][CH2:77]1)[C:38]([NH:40][C:41]1[CH:46]=[CH:45][CH:44]=[C:43]([F:47])[C:42]=1[CH2:48][CH2:49][C@@H:50]1[N:64]([S:65]([C:68]2[CH:69]=[CH:70][C:71]([F:74])=[CH:72][CH:73]=2)(=[O:66])=[O:67])[C@H:61]([CH3:62])[CH2:60][N:52]([C:53]([O:54][C:55]([CH3:58])([CH3:57])[CH3:56])=[O:59])[CH2:51]1)=[O:39])=[N+:35]=[N-:36], predict the reactants needed to synthesize it. The reactants are: C1(P(C2C=CC=CC=2)C2C=CC=CC=2)C=CC=CC=1.CC(OC(/N=N/C(OC(C)C)=O)=O)C.[N:34]([C@@H:37]([C@@H:75]([C:82]1[CH:87]=[CH:86][C:85]([Cl:88])=[CH:84][CH:83]=1)[CH:76]1[CH2:81][CH2:80][O:79][CH2:78][CH2:77]1)[C:38]([NH:40][C:41]1[CH:46]=[CH:45][CH:44]=[C:43]([F:47])[C:42]=1[CH2:48][CH2:49][C@H:50]([NH:64][S:65]([C:68]1[CH:73]=[CH:72][C:71]([F:74])=[CH:70][CH:69]=1)(=[O:67])=[O:66])[CH2:51][N:52]([CH2:60][C@@H:61](O)[CH3:62])[C:53](=[O:59])[O:54][C:55]([CH3:58])([CH3:57])[CH3:56])=[O:39])=[N+:35]=[N-:36]. (5) Given the product [CH:1]([NH:4][C:5]1[S:6][CH:7]=[C:8]([C:10]2[CH:19]=[C:18]([O:20][C@H:21]3[CH2:25][N:24]4[C@H:23]([C:26](=[O:27])[NH:28][CH:29]([C@@:31]5([N:70]=[C:72]=[O:76])[CH2:30][C@H:32]5[CH:33]=[CH2:60])[C:34](=[O:35])[NH:36][S:37](=[O:38])(=[O:39])[C:40]5[C:41]([NH:46][CH2:47][CH2:48][CH2:49][CH2:50][CH2:51][CH2:52][CH2:53][CH2:54][C:55]4=[O:57])=[CH:42][CH:43]=[CH:44][CH:45]=5)[CH2:22]3)[C:17]3[C:12](=[CH:13][C:14]([O:58][CH3:59])=[CH:15][CH:16]=3)[N:11]=2)[N:9]=1)([CH3:3])[CH3:2], predict the reactants needed to synthesize it. The reactants are: [CH:1]([NH:4][C:5]1[S:6][CH:7]=[C:8]([C:10]2[CH:19]=[C:18]([O:20][C@H:21]3[CH2:25][NH:24][C@H:23]([C:26]([NH:28][C@:29]4([C:34]([NH:36][S:37]([C:40]5[CH:45]=[CH:44][CH:43]=[CH:42][C:41]=5[NH:46][CH2:47][CH2:48][CH2:49][CH2:50][CH2:51][CH2:52][CH2:53][CH2:54][C:55]([OH:57])=O)(=[O:39])=[O:38])=[O:35])[CH2:31][C@H:30]4[CH:32]=[CH2:33])=[O:27])[CH2:22]3)[C:17]3[C:12](=[CH:13][C:14]([O:58][CH3:59])=[CH:15][CH:16]=3)[N:11]=2)[N:9]=1)([CH3:3])[CH3:2].[CH3:60]CN(C(C)C)C(C)C.C[N:70]([C:72]([O:76]N1N=NC2C=CC=NC1=2)=[N+](C)C)C.F[P-](F)(F)(F)(F)F. (6) Given the product [CH2:28]([C:27]1[NH:36][N:35]=[C:8]([C:10]2[CH:15]=[CH:14][C:13]([CH3:16])=[CH:12][CH:11]=2)[C:7]=1[C:1]1[CH:6]=[CH:5][CH:4]=[CH:3][CH:2]=1)[CH2:29][CH:30]=[CH2:31], predict the reactants needed to synthesize it. The reactants are: [C:1]1([CH2:7][C:8]([C:10]2[CH:15]=[CH:14][C:13]([CH3:16])=[CH:12][CH:11]=2)=O)[CH:6]=[CH:5][CH:4]=[CH:3][CH:2]=1.[Li+].C[Si]([N-][Si](C)(C)C)(C)C.[C:27](Cl)(=O)[CH2:28][CH2:29][CH:30]=[CH2:31].O.[NH2:35][NH2:36]. (7) The reactants are: Br[CH2:2][C:3]1[CH:8]=[CH:7][CH:6]=[CH:5][C:4]=1[N+:9]([O-:11])=[O:10].[NH:12]1[CH2:16][CH2:15][CH2:14][CH2:13]1.C(N(CC)C(C)C)(C)C.C(OCC)(=O)C. Given the product [N+:9]([C:4]1[CH:5]=[CH:6][CH:7]=[CH:8][C:3]=1[CH2:2][N:12]1[CH2:16][CH2:15][CH2:14][CH2:13]1)([O-:11])=[O:10], predict the reactants needed to synthesize it. (8) Given the product [CH2:1]([NH:4][C:5]1[C:14]2[C:9](=[CH:10][CH:11]=[C:12]([N+:15]([O-:17])=[O:16])[CH:13]=2)[N:8]=[C:7]([NH:26][CH2:19][CH2:20][CH2:21][CH2:22][CH2:23][CH2:24][CH3:25])[N:6]=1)[CH:2]=[CH2:3], predict the reactants needed to synthesize it. The reactants are: [CH2:1]([NH:4][C:5]1[C:14]2[C:9](=[CH:10][CH:11]=[C:12]([N+:15]([O-:17])=[O:16])[CH:13]=2)[N:8]=[C:7](Cl)[N:6]=1)[CH:2]=[CH2:3].[CH2:19]([NH2:26])[CH2:20][CH2:21][CH2:22][CH2:23][CH2:24][CH3:25].